The task is: Predict the reaction yield, written as a fraction of the theoretical maximum amount of product (1.0 means a 100% yield; for example, 0.34 means a 34% yield).. This data is from Reaction yield outcomes from USPTO patents with 853,638 reactions. (1) The reactants are Br[C:2]1[CH:23]=[CH:22][C:5]2[C:6]3[C:10]([CH2:11][CH2:12][O:13][C:4]=2[CH:3]=1)=[CH:9][N:8]([C:14]1[N:15]([CH:19]([CH3:21])[CH3:20])[N:16]=[CH:17][N:18]=1)[N:7]=3.[O:24]1[CH2:29][CH2:28][CH2:27][CH2:26][CH:25]1[O:30][CH2:31][CH2:32][N:33]1[CH:37]=[C:36](B2OC(C)(C)C(C)(C)O2)[CH:35]=[N:34]1.C(=O)([O-])[O-].[Cs+].[Cs+]. The catalyst is C1C=CC(P(C2C=CC=CC=2)[C-]2C=CC=C2)=CC=1.C1C=CC(P(C2C=CC=CC=2)[C-]2C=CC=C2)=CC=1.Cl[Pd]Cl.[Fe+2].ClCCl. The product is [CH:19]([N:15]1[C:14]([N:8]2[N:7]=[C:6]3[C:10]([CH2:11][CH2:12][O:13][C:4]4[CH:3]=[C:2]([C:36]5[CH:35]=[N:34][N:33]([CH2:32][CH2:31][O:30][CH:25]6[CH2:26][CH2:27][CH2:28][CH2:29][O:24]6)[CH:37]=5)[CH:23]=[CH:22][C:5]=43)=[CH:9]2)=[N:18][CH:17]=[N:16]1)([CH3:21])[CH3:20]. The yield is 0.640. (2) The reactants are [CH3:1][N:2]1[C:7](=[O:8])[C:6]([NH:9][C:10]2[CH:15]=[CH:14][C:13]([N:16]3[CH2:21][CH2:20][N:19]([CH:22]4[CH2:25][O:24][CH2:23]4)[CH2:18][CH2:17]3)=[CH:12][N:11]=2)=[CH:5][C:4]([C:26]2[N:33]=[CH:32][CH:31]=[C:30]([N:34]3[CH2:46][CH2:45][N:37]4[C:38]5[CH2:39][CH2:40][CH2:41][CH2:42][C:43]=5[CH:44]=[C:36]4[C:35]3=[O:47])[C:27]=2[CH:28]=[O:29])=[CH:3]1.[BH4-].[Na+]. The catalyst is CO. The product is [OH:29][CH2:28][C:27]1[C:26]([C:4]2[CH:5]=[C:6]([NH:9][C:10]3[CH:15]=[CH:14][C:13]([N:16]4[CH2:17][CH2:18][N:19]([CH:22]5[CH2:23][O:24][CH2:25]5)[CH2:20][CH2:21]4)=[CH:12][N:11]=3)[C:7](=[O:8])[N:2]([CH3:1])[CH:3]=2)=[N:33][CH:32]=[CH:31][C:30]=1[N:34]1[CH2:46][CH2:45][N:37]2[C:38]3[CH2:39][CH2:40][CH2:41][CH2:42][C:43]=3[CH:44]=[C:36]2[C:35]1=[O:47]. The yield is 0.160. (3) The reactants are [CH2:1]=[C:2]1[CH2:7][CH2:6][CH2:5][CH2:4][CH2:3]1.[CH2:8]([O:10][C:11](=[O:16])[CH2:12][N+:13]([O-])=[O:14])[CH3:9].C1N2CCN(CC2)C1. The catalyst is CCO. The product is [O:14]1[C:2]2([CH2:7][CH2:6][CH2:5][CH2:4][CH2:3]2)[CH2:1][C:12]([C:11]([O:10][CH2:8][CH3:9])=[O:16])=[N:13]1. The yield is 0.640. (4) The reactants are [F:1][C:2]1[C:12]([F:13])=[C:11]([F:14])[CH:10]=[CH:9][C:3]=1[NH:4][C@@H:5]([CH3:8])[CH2:6][OH:7].C(O[CH:18]=[C:19]([C:25]([O:27][CH2:28][CH3:29])=[O:26])[C:20]([O:22][CH2:23][CH3:24])=[O:21])C. No catalyst specified. The product is [F:1][C:2]1[C:12]([F:13])=[C:11]([F:14])[CH:10]=[CH:9][C:3]=1[N:4]([CH:18]=[C:19]([C:20]([O:22][CH2:23][CH3:24])=[O:21])[C:25]([O:27][CH2:28][CH3:29])=[O:26])[C@@H:5]([CH3:8])[CH2:6][OH:7]. The yield is 0.780. (5) The reactants are [Br:1][C:2]1[CH:10]=[CH:9][CH:8]=[C:7]2[C:3]=1[CH:4]=[N:5][N:6]2C(=O)C.Cl. The catalyst is CO. The product is [Br:1][C:2]1[CH:10]=[CH:9][CH:8]=[C:7]2[C:3]=1[CH:4]=[N:5][NH:6]2. The yield is 0.930. (6) The reactants are [Cl:1][C:2]1[CH:7]=[CH:6][CH:5]=[C:4]([Cl:8])[C:3]=1[C:9]1[N:26]([CH2:27][C@H:28]2[CH2:33][CH2:32][CH2:31][N:30]([C:34]([O:36][C:37]([CH3:40])([CH3:39])[CH3:38])=[O:35])[CH2:29]2)[C:12]2[N:13]=[C:14]([NH:17][CH2:18][C:19]3[CH:24]=[CH:23][CH:22]=[C:21](O)[CH:20]=3)[N:15]=[CH:16][C:11]=2[CH:10]=1.[F:41]C1C=C(C=CC=1)CN. No catalyst specified. The product is [Cl:1][C:2]1[CH:7]=[CH:6][CH:5]=[C:4]([Cl:8])[C:3]=1[C:9]1[N:26]([CH2:27][C@@H:28]2[CH2:33][CH2:32][CH2:31][N:30]([C:34]([O:36][C:37]([CH3:40])([CH3:39])[CH3:38])=[O:35])[CH2:29]2)[C:12]2[N:13]=[C:14]([NH:17][CH2:18][C:19]3[CH:24]=[CH:23][CH:22]=[C:21]([F:41])[CH:20]=3)[N:15]=[CH:16][C:11]=2[CH:10]=1. The yield is 0.610.